This data is from Blood-brain barrier permeability classification from the B3DB database. The task is: Regression/Classification. Given a drug SMILES string, predict its absorption, distribution, metabolism, or excretion properties. Task type varies by dataset: regression for continuous measurements (e.g., permeability, clearance, half-life) or binary classification for categorical outcomes (e.g., BBB penetration, CYP inhibition). Dataset: b3db_classification. (1) The drug is Cc1ccccc1-c1ccncc1C(=O)N(C)Cc1cc(C(F)(F)F)cc(C(F)(F)F)c1. The result is 1 (penetrates BBB). (2) The drug is O[C@@H](Cn1ccnc1)c1ccc(CCc2ccccc2)cc1. The result is 1 (penetrates BBB). (3) The drug is CO/N=C(\C(=O)N[C@@H]1C(=O)N2C(C(=O)O)=C(C[N+]3(C)CCCC3)CS[C@H]12)c1csc(N)n1. The result is 0 (does not penetrate BBB).